Predict the reaction yield, written as a fraction of the theoretical maximum amount of product (1.0 means a 100% yield; for example, 0.34 means a 34% yield). From a dataset of Reaction yield outcomes from USPTO patents with 853,638 reactions. (1) The catalyst is CN(C=O)C. The reactants are [CH3:1][C@H:2]1[CH2:4][C@H:3]1[C:5]1[C:13]2[C:8](=[N:9][CH:10]=[C:11]([NH2:14])[CH:12]=2)[NH:7][N:6]=1.[F:15][C:16]1[C:24]([NH:25][S:26]([CH2:29][CH2:30][CH3:31])(=[O:28])=[O:27])=[CH:23][CH:22]=[C:21]([F:32])[C:17]=1[C:18](O)=[O:19].CCN=C=NCCCN(C)C.C1C=CC2N(O)N=NC=2C=1. The yield is 0.690. The product is [F:15][C:16]1[C:24]([NH:25][S:26]([CH2:29][CH2:30][CH3:31])(=[O:27])=[O:28])=[CH:23][CH:22]=[C:21]([F:32])[C:17]=1[C:18]([NH:14][C:11]1[CH:12]=[C:13]2[C:5]([C@@H:3]3[CH2:4][C@@H:2]3[CH3:1])=[N:6][NH:7][C:8]2=[N:9][CH:10]=1)=[O:19]. (2) The reactants are [Cl:1][C:2]1[N:7]2[N:8]=[C:9]([C:13]3[CH:18]=[CH:17][C:16]([F:19])=[CH:15][CH:14]=3)[C:10]([CH:11]=[O:12])=[C:6]2[CH:5]=[CH:4][CH:3]=1.[C:20]([Mg]Br)#[C:21][CH3:22].C(=O)(O)[O-].[Na+]. The catalyst is O1CCCC1. The product is [Cl:1][C:2]1[N:7]2[N:8]=[C:9]([C:13]3[CH:18]=[CH:17][C:16]([F:19])=[CH:15][CH:14]=3)[C:10]([CH:11]([OH:12])[C:20]#[C:21][CH3:22])=[C:6]2[CH:5]=[CH:4][CH:3]=1. The yield is 0.720. (3) The reactants are [O:1]=[C:2]1[C:15]2[CH:14]=[CH:13][CH:12]=[C:11]([C:16]([OH:18])=O)[C:10]=2[S:9][C:8]2[C:3]1=[CH:4][CH:5]=[CH:6][CH:7]=2.C([N:21](CC)CC)C.N.O1CCOCC1. The catalyst is S(Cl)(Cl)(=O)=O.CO. The product is [O:1]=[C:2]1[C:15]2[CH:14]=[CH:13][CH:12]=[C:11]([C:16]([NH2:21])=[O:18])[C:10]=2[S:9][C:8]2[C:3]1=[CH:4][CH:5]=[CH:6][CH:7]=2. The yield is 0.250. (4) The reactants are Br[C:2]1[N:7]=[C:6]2[N:8]([C@H:12]([C:14]3[CH:19]=[CH:18][CH:17]=[CH:16][CH:15]=3)[CH3:13])[C:9]([OH:11])=[N:10][C:5]2=[N:4][CH:3]=1.[CH3:20][S-:21].[Na+].CN1CCCC1=O. The catalyst is CCOC(C)=O. The product is [CH3:20][S:21][C:2]1[N:7]=[C:6]2[N:8]([C@H:12]([C:14]3[CH:19]=[CH:18][CH:17]=[CH:16][CH:15]=3)[CH3:13])[C:9]([OH:11])=[N:10][C:5]2=[N:4][CH:3]=1. The yield is 0.240. (5) The reactants are [CH2:1]([N:3]1[CH2:8][C:7]([CH3:10])([CH3:9])[O:6][C:5](=[O:11])[CH:4]1[CH2:12][C:13]([OH:15])=O)[CH3:2].C(N(C(C)C)CC)(C)C.CN(C(ON1N=NC2C=CC=NC1=2)=[N+](C)C)C.F[P-](F)(F)(F)(F)F.[C:49]1([C:55]2[N:59]=[C:58]([NH2:60])[S:57][N:56]=2)[CH:54]=[CH:53][CH:52]=[CH:51][CH:50]=1. The catalyst is CN(C=O)C. The product is [CH2:1]([N:3]1[CH2:8][C:7]([CH3:9])([CH3:10])[O:6][C:5](=[O:11])[CH:4]1[CH2:12][C:13]([NH:60][C:58]1[S:57][N:56]=[C:55]([C:49]2[CH:54]=[CH:53][CH:52]=[CH:51][CH:50]=2)[N:59]=1)=[O:15])[CH3:2]. The yield is 0.120. (6) The reactants are [CH:1]1([C:4](Cl)=[O:5])[CH2:3][CH2:2]1.[CH2:7]([O:9][C:10]1[C:11]([F:20])=[C:12]2[C:18]([NH2:19])=[CH:17][NH:16][C:13]2=[N:14][CH:15]=1)[CH3:8]. The catalyst is N1C=CC=CC=1. The product is [CH2:7]([O:9][C:10]1[C:11]([F:20])=[C:12]2[C:18]([NH:19][C:4]([CH:1]3[CH2:3][CH2:2]3)=[O:5])=[CH:17][NH:16][C:13]2=[N:14][CH:15]=1)[CH3:8]. The yield is 0.550. (7) The reactants are [N+:1]([C:4]1[CH:20]=[CH:19][C:7]([CH2:8][C:9]2[CH:14]=[CH:13][CH:12]=[CH:11][C:10]=2[NH:15][C:16](=[O:18])[CH3:17])=[CH:6][CH:5]=1)([O-])=O. The catalyst is CCOC(C)=O.[Pd]. The product is [NH2:1][C:4]1[CH:20]=[CH:19][C:7]([CH2:8][C:9]2[CH:14]=[CH:13][CH:12]=[CH:11][C:10]=2[NH:15][C:16](=[O:18])[CH3:17])=[CH:6][CH:5]=1. The yield is 0.990. (8) The reactants are C([Li])CCC.C(NC(C)C)(C)C.C([N-]C(C)C)(C)C.[Li+].[Cl:21][C:22]1[CH:27]=[CH:26][CH:25]=[CH:24][N:23]=1.[CH:28](=[O:37])[C:29]1[CH:34]=[CH:33][CH:32]=[C:31]([O:35][CH3:36])[CH:30]=1.[Cl-].[NH4+]. The catalyst is CCCCCC.O1CCCC1.O. The product is [Cl:21][C:22]1[C:27]([CH:28]([C:29]2[CH:34]=[CH:33][CH:32]=[C:31]([O:35][CH3:36])[CH:30]=2)[OH:37])=[CH:26][CH:25]=[CH:24][N:23]=1. The yield is 0.510. (9) The reactants are [Cl:1][C:2]1[CH:3]=[C:4]2[C:8](=[CH:9][CH:10]=1)[N:7]([CH:11]([CH2:15][CH:16]1[CH2:20][CH2:19][CH2:18][CH2:17]1)[C:12](O)=[O:13])[C:6](=[O:21])[C:5]2=[O:22].[N:23]1[CH:28]=[CH:27][CH:26]=[CH:25][C:24]=1[NH2:29].C(N(C(C)C)CC)(C)C.F[P-](F)(F)(F)(F)F.N1(O[P+](N(C)C)(N(C)C)N(C)C)C2C=CC=CC=2N=N1. The catalyst is CN(C)C=O.C(OCC)(=O)C. The product is [Cl:1][C:2]1[CH:3]=[C:4]2[C:8](=[CH:9][CH:10]=1)[N:7]([CH:11]([CH2:15][CH:16]1[CH2:17][CH2:18][CH2:19][CH2:20]1)[C:12]([NH:29][C:24]1[CH:25]=[CH:26][CH:27]=[CH:28][N:23]=1)=[O:13])[C:6](=[O:21])[C:5]2=[O:22]. The yield is 0.930. (10) The reactants are S(=O)(=O)(O)O.[OH:6][C@H:7]1[O:15][C@H:14]([CH2:16][OH:17])[C@@H:12]([OH:13])[C@H:10]([OH:11])[C@H:8]1[OH:9].[OH-].[Na+]. The catalyst is CC(C)=O. The product is [CH3:7][C:8]1([CH3:10])[O:13][C@@H:12]([C@H:14]2[O:15][C@@H:7]3[O:6][C:14]([CH3:16])([CH3:12])[O:9][C@@H:8]3[C@H:16]2[OH:17])[CH2:10][O:11]1. The yield is 0.570.